From a dataset of Forward reaction prediction with 1.9M reactions from USPTO patents (1976-2016). Predict the product of the given reaction. (1) Given the reactants CO[C:3]([C:5]1[CH:10]=[C:9]([N:11]2[CH2:16][CH2:15][N:14]([C:17]([O:19][C:20]([CH3:23])([CH3:22])[CH3:21])=[O:18])[CH2:13][CH2:12]2)[N:8]=[C:7]([C:24]2[CH:29]=[CH:28][N:27]=[C:26]([F:30])[CH:25]=2)[CH:6]=1)=[O:4].[NH3:31].CO, predict the reaction product. The product is: [C:20]([O:19][C:17]([N:14]1[CH2:13][CH2:12][N:11]([C:9]2[N:8]=[C:7]([C:24]3[CH:29]=[CH:28][N:27]=[C:26]([F:30])[CH:25]=3)[CH:6]=[C:5]([C:3](=[O:4])[NH2:31])[CH:10]=2)[CH2:16][CH2:15]1)=[O:18])([CH3:23])([CH3:21])[CH3:22]. (2) Given the reactants [NH2:1][C:2]1[CH:7]=[CH:6][C:5]([S:8]([N:11]=[C:12]([N:15]2[N:19]=[CH:18][C:17]3([CH2:24][CH2:23][N:22]([CH2:25][C:26]4[CH:31]=[CH:30][CH:29]=[CH:28][CH:27]=4)[CH2:21][CH2:20]3)[CH2:16]2)SC)(=[O:10])=[O:9])=[CH:4][CH:3]=1.[CH2:32]([NH2:34])[CH3:33], predict the reaction product. The product is: [NH2:1][C:2]1[CH:3]=[CH:4][C:5]([S:8]([N:11]=[C:12]([N:15]2[N:19]=[CH:18][C:17]3([CH2:20][CH2:21][N:22]([CH2:25][C:26]4[CH:27]=[CH:28][CH:29]=[CH:30][CH:31]=4)[CH2:23][CH2:24]3)[CH2:16]2)[NH:34][CH2:32][CH3:33])(=[O:10])=[O:9])=[CH:6][CH:7]=1. (3) Given the reactants [CH2:1]([O:3][C:4]([C:6]1[CH:7]=[C:8]2[C:13](=[CH:14][CH:15]=1)[NH:12][CH:11]([C:16]1[CH:21]=[CH:20][CH:19]=[C:18]([NH:22][C:23]([C:26]([OH:28])=O)([CH3:25])[CH3:24])[CH:17]=1)[C:10]([CH3:30])([CH3:29])[CH2:9]2)=[O:5])[CH3:2].[CH3:31][N:32]1[CH2:37][CH2:36][NH:35][CH2:34][CH2:33]1.CN(C(ON1N=NC2C=CC=NC1=2)=[N+](C)C)C.F[P-](F)(F)(F)(F)F.C(N(CC)CC)C, predict the reaction product. The product is: [CH2:1]([O:3][C:4]([C:6]1[CH:7]=[C:8]2[C:13](=[CH:14][CH:15]=1)[NH:12][CH:11]([C:16]1[CH:21]=[CH:20][CH:19]=[C:18]([NH:22][C:23]([CH3:25])([CH3:24])[C:26]([N:35]3[CH2:36][CH2:37][N:32]([CH3:31])[CH2:33][CH2:34]3)=[O:28])[CH:17]=1)[C:10]([CH3:29])([CH3:30])[CH2:9]2)=[O:5])[CH3:2]. (4) The product is: [C:6]([C:5]([C:11]1[CH:16]=[CH:15][C:14]([O:17][CH3:18])=[C:13]([O:19][CH3:20])[CH:12]=1)([CH:8]([CH3:10])[CH3:9])[CH2:4][CH2:3][CH2:2][N:22]([CH3:21])[CH2:23][CH2:24][C:25]1[CH:34]=[CH:33][C:28]([C:29]([O:31][CH3:32])=[O:30])=[CH:27][CH:26]=1)#[N:7]. Given the reactants Br[CH2:2][CH2:3][CH2:4][C:5]([C:11]1[CH:16]=[CH:15][C:14]([O:17][CH3:18])=[C:13]([O:19][CH3:20])[CH:12]=1)([CH:8]([CH3:10])[CH3:9])[C:6]#[N:7].[CH3:21][NH:22][CH2:23][CH2:24][C:25]1[CH:34]=[CH:33][C:28]([C:29]([O:31][CH3:32])=[O:30])=[CH:27][CH:26]=1, predict the reaction product.